Regression. Given a peptide amino acid sequence and an MHC pseudo amino acid sequence, predict their binding affinity value. This is MHC class II binding data. From a dataset of Peptide-MHC class II binding affinity with 134,281 pairs from IEDB. (1) The peptide sequence is QIHQYIMALREEYFD. The MHC is DRB5_0101 with pseudo-sequence DRB5_0101. The binding affinity (normalized) is 0.498. (2) The peptide sequence is ISFCNANPGLMKDVA. The MHC is DRB1_0405 with pseudo-sequence DRB1_0405. The binding affinity (normalized) is 0.516.